From a dataset of Catalyst prediction with 721,799 reactions and 888 catalyst types from USPTO. Predict which catalyst facilitates the given reaction. Reactant: [O-:1][CH2:2][CH2:3][CH2:4][CH3:5].[CH2:6]([Sn+:10](CCCC)[CH2:11][CH2:12][CH2:13][CH3:14])[CH2:7][CH2:8][CH3:9].C(=O)([O:20][CH2:21][CH2:22][CH2:23][CH3:24])[O:20][CH2:21][CH2:22][CH2:23][CH3:24]. Product: [O-:1][CH2:2][CH2:3][CH2:4][CH3:5].[O-:20][CH2:21][CH2:22][CH2:23][CH3:24].[CH2:6]([Sn+2:10][CH2:11][CH2:12][CH2:13][CH3:14])[CH2:7][CH2:8][CH3:9]. The catalyst class is: 6.